This data is from Forward reaction prediction with 1.9M reactions from USPTO patents (1976-2016). The task is: Predict the product of the given reaction. (1) Given the reactants [CH2:1]([NH:3][C:4]1[C:5]([CH:13]2[CH2:22][CH2:21][C:20]3[CH:19]=[C:18]([O:23]C(=O)C(C)(C)C)[CH:17]=[CH:16][C:15]=3[CH2:14]2)=[CH:6][C:7]2[O:11][CH2:10][O:9][C:8]=2[CH:12]=1)[CH3:2].[C:30]([C:33]1[CH:38]=[CH:37][C:36]([CH:39]2[CH2:44][CH2:43][N:42]([C:45](O)=O)[CH2:41][CH2:40]2)=[CH:35][CH:34]=1)(O)=O, predict the reaction product. The product is: [CH2:1]([N:3]([CH2:30][C:33]1[CH:34]=[CH:35][C:36]([CH:39]2[CH2:40][CH2:41][N:42]([CH3:45])[CH2:43][CH2:44]2)=[CH:37][CH:38]=1)[C:4]1[C:5]([CH:13]2[CH2:22][CH2:21][C:20]3[CH:19]=[C:18]([OH:23])[CH:17]=[CH:16][C:15]=3[CH2:14]2)=[CH:6][C:7]2[O:11][CH2:10][O:9][C:8]=2[CH:12]=1)[CH3:2]. (2) Given the reactants [Cl:1][CH2:2][CH2:3][CH2:4][N:5]=[C:6]=[O:7].[CH3:8][C:9]1[CH:14]=[CH:13][N:12]=[CH:11][C:10]=1[NH2:15].C(OC(=O)C)C, predict the reaction product. The product is: [Cl:1][CH2:2][CH2:3][CH2:4][NH:5][C:6]([NH:15][C:10]1[CH:11]=[N:12][CH:13]=[CH:14][C:9]=1[CH3:8])=[O:7]. (3) Given the reactants [NH2:1][C:2]1[CH:3]=[CH:4][C:5]([NH:23][CH2:24][CH2:25][CH2:26][CH3:27])=[C:6]([C:8]2[O:9][C:10]3[CH:16]=[CH:15][C:14]([C:17]4[CH:22]=[CH:21][CH:20]=[CH:19][CH:18]=4)=[CH:13][C:11]=3[N:12]=2)[CH:7]=1.[CH:28]1[C:33]([C:34]([OH:36])=[O:35])=[CH:32][C:31]2[C:37]([O:39][C:40](=O)[C:30]=2[CH:29]=1)=[O:38], predict the reaction product. The product is: [CH2:24]([NH:23][C:5]1[CH:4]=[CH:3][C:2]([N:1]2[C:37](=[O:38])[C:31]3[C:30](=[CH:29][CH:28]=[C:33]([C:34]([OH:36])=[O:35])[CH:32]=3)[C:40]2=[O:39])=[CH:7][C:6]=1[C:8]1[O:9][C:10]2[CH:16]=[CH:15][C:14]([C:17]3[CH:22]=[CH:21][CH:20]=[CH:19][CH:18]=3)=[CH:13][C:11]=2[N:12]=1)[CH2:25][CH2:26][CH3:27].